Dataset: Full USPTO retrosynthesis dataset with 1.9M reactions from patents (1976-2016). Task: Predict the reactants needed to synthesize the given product. (1) Given the product [CH3:16][O:17][C:18]1[CH:24]=[CH:23][C:21]([NH:22][S:2]([C:5]2[CH:15]=[CH:14][C:8]([O:9][CH2:10][C:11]([NH2:13])=[O:12])=[CH:7][CH:6]=2)(=[O:4])=[O:3])=[C:20]([N+:25]([O-:27])=[O:26])[CH:19]=1, predict the reactants needed to synthesize it. The reactants are: Cl[S:2]([C:5]1[CH:15]=[CH:14][C:8]([O:9][CH2:10][C:11]([NH2:13])=[O:12])=[CH:7][CH:6]=1)(=[O:4])=[O:3].[CH3:16][O:17][C:18]1[CH:24]=[CH:23][C:21]([NH2:22])=[C:20]([N+:25]([O-:27])=[O:26])[CH:19]=1. (2) The reactants are: [O:1]=[C:2]1[N:8]([CH:9]2[CH2:14][CH2:13][N:12]([C:15]([O:17][C@H:18]([CH2:34][C:35]3[CH:40]=[C:39]([C:41]([F:44])([F:43])[F:42])[C:38]([NH2:45])=[C:37]([Cl:46])[CH:36]=3)[C:19]([N:21]3[CH2:26][CH2:25][CH:24]([N:27]4[CH2:32][CH2:31][N:30]([CH3:33])[CH2:29][CH2:28]4)[CH2:23][CH2:22]3)=[O:20])=[O:16])[CH2:11][CH2:10]2)[CH2:7][CH2:6][C:5]2[CH:47]=[CH:48][CH:49]=[CH:50][C:4]=2[NH:3]1.[C:51]([OH:58])(=[O:57])[CH2:52][CH2:53][C:54]([OH:56])=[O:55]. Given the product [C:51]([OH:58])(=[O:57])[CH2:52][CH2:53][C:54]([OH:56])=[O:55].[C:51]([OH:58])(=[O:57])[CH2:52][CH2:53][C:54]([OH:56])=[O:55].[O:1]=[C:2]1[N:8]([CH:9]2[CH2:14][CH2:13][N:12]([C:15]([O:17][C@H:18]([CH2:34][C:35]3[CH:40]=[C:39]([C:41]([F:43])([F:42])[F:44])[C:38]([NH2:45])=[C:37]([Cl:46])[CH:36]=3)[C:19]([N:21]3[CH2:26][CH2:25][CH:24]([N:27]4[CH2:28][CH2:29][N:30]([CH3:33])[CH2:31][CH2:32]4)[CH2:23][CH2:22]3)=[O:20])=[O:16])[CH2:11][CH2:10]2)[CH2:7][CH2:6][C:5]2[CH:47]=[CH:48][CH:49]=[CH:50][C:4]=2[NH:3]1, predict the reactants needed to synthesize it. (3) Given the product [Cl:1][C:2]1[CH:3]=[CH:4][C:5]([CH:8]([C:34]2[CH:39]=[CH:38][C:37]([Cl:40])=[CH:36][CH:35]=2)[C:9]2[CH:10]=[C:11]3[C:16](=[CH:17][CH:18]=2)[N:15]=[C:14]([O:19][CH2:20][CH2:21][NH:22][S:23]([CH3:26])(=[O:24])=[O:25])[N:13]=[C:12]3[NH:27][CH:28]2[CH2:29][CH2:30][N:31]([S:49]([C:52]3[CH:53]=[CH:54][C:55]([C:56]([OH:58])=[O:57])=[CH:59][CH:60]=3)(=[O:51])=[O:50])[CH2:32][CH2:33]2)=[CH:6][CH:7]=1, predict the reactants needed to synthesize it. The reactants are: [Cl:1][C:2]1[CH:7]=[CH:6][C:5]([CH:8]([C:34]2[CH:39]=[CH:38][C:37]([Cl:40])=[CH:36][CH:35]=2)[C:9]2[CH:10]=[C:11]3[C:16](=[CH:17][CH:18]=2)[N:15]=[C:14]([O:19][CH2:20][CH2:21][NH:22][S:23]([CH3:26])(=[O:25])=[O:24])[N:13]=[C:12]3[NH:27][CH:28]2[CH2:33][CH2:32][NH:31][CH2:30][CH2:29]2)=[CH:4][CH:3]=1.C(N(CC)CC)C.Cl[S:49]([C:52]1[CH:60]=[CH:59][C:55]([C:56]([OH:58])=[O:57])=[CH:54][CH:53]=1)(=[O:51])=[O:50]. (4) Given the product [Cl:25][C:19]1[CH:20]=[C:21]([Cl:24])[CH:22]=[CH:23][C:18]=1[CH:17]1[CH:16]([C:26]([O:28][CH2:29][CH3:30])=[O:27])[C:15]2[C:10](=[CH:11][CH:12]=[CH:13][CH:14]=2)[C:9](=[O:31])[N:8]1[CH:3]1[CH2:4][CH2:5][CH2:6][CH2:7][CH:2]1[NH:1][S:33]([CH3:32])(=[O:35])=[O:34], predict the reactants needed to synthesize it. The reactants are: [NH2:1][CH:2]1[CH2:7][CH2:6][CH2:5][CH2:4][CH:3]1[N:8]1[CH:17]([C:18]2[CH:23]=[CH:22][C:21]([Cl:24])=[CH:20][C:19]=2[Cl:25])[CH:16]([C:26]([O:28][CH2:29][CH3:30])=[O:27])[C:15]2[C:10](=[CH:11][CH:12]=[CH:13][CH:14]=2)[C:9]1=[O:31].[CH3:32][S:33](Cl)(=[O:35])=[O:34].C(N(C(C)C)CC)(C)C.C(OCC)(=O)C. (5) The reactants are: N[CH2:2][C:3]([NH:6][C:7]([C:9]1[CH:18]=[C:17]2[C:12]([C:13]([C:19]3[C:23]([C:24]4[CH:29]=[CH:28][CH:27]=[C:26]([CH3:30])[N:25]=4)=[N:22][N:21]4[CH2:31][CH2:32][CH2:33][C:20]=34)=[CH:14][CH:15]=[N:16]2)=[CH:11][CH:10]=1)=[O:8])([CH3:5])[CH3:4].[C:34]([BH3-])#[N:35].[Na+].[C:38](O)(=O)C.C=O. Given the product [CH3:38][N:35]([CH3:34])[CH2:2][C:3]([NH:6][C:7]([C:9]1[CH:18]=[C:17]2[C:12]([C:13]([C:19]3[C:23]([C:24]4[CH:29]=[CH:28][CH:27]=[C:26]([CH3:30])[N:25]=4)=[N:22][N:21]4[CH2:31][CH2:32][CH2:33][C:20]=34)=[CH:14][CH:15]=[N:16]2)=[CH:11][CH:10]=1)=[O:8])([CH3:5])[CH3:4], predict the reactants needed to synthesize it.